Task: Predict the product of the given reaction.. Dataset: Forward reaction prediction with 1.9M reactions from USPTO patents (1976-2016) (1) Given the reactants [CH3:1][N:2]([CH2:33][CH2:34][C:35]([O:37]C(C)(C)C)=[O:36])[C:3](=[O:32])[C:4]1[CH:9]=[CH:8][C:7]([CH:10]([NH:14][C:15]2[CH:16]=[N:17][C:18]([N:21]3[CH:25]=[C:24]([C:26]4[CH:31]=[CH:30][CH:29]=[CH:28][CH:27]=4)[CH:23]=[N:22]3)=[CH:19][CH:20]=2)[CH2:11][CH2:12][CH3:13])=[CH:6][CH:5]=1.C(O)(C(F)(F)F)=O, predict the reaction product. The product is: [CH3:1][N:2]([CH2:33][CH2:34][C:35]([OH:37])=[O:36])[C:3](=[O:32])[C:4]1[CH:9]=[CH:8][C:7]([CH:10]([NH:14][C:15]2[CH:16]=[N:17][C:18]([N:21]3[CH:25]=[C:24]([C:26]4[CH:27]=[CH:28][CH:29]=[CH:30][CH:31]=4)[CH:23]=[N:22]3)=[CH:19][CH:20]=2)[CH2:11][CH2:12][CH3:13])=[CH:6][CH:5]=1. (2) Given the reactants [C:1]([O:5][C:6](=[O:26])[NH:7][CH:8]([C:18]1[CH:23]=[CH:22][C:21]([Cl:24])=[C:20]([Cl:25])[CH:19]=1)[C:9]([C:11]1[CH:16]=[CH:15][C:14]([OH:17])=[CH:13][CH:12]=1)=[O:10])([CH3:4])([CH3:3])[CH3:2].[O:27]1[CH2:32][CH2:31][CH:30]([CH2:33]O)[CH2:29][CH2:28]1, predict the reaction product. The product is: [C:1]([O:5][C:6](=[O:26])[NH:7][CH:8]([C:18]1[CH:23]=[CH:22][C:21]([Cl:24])=[C:20]([Cl:25])[CH:19]=1)[C:9](=[O:10])[C:11]1[CH:12]=[CH:13][C:14]([O:17][CH2:33][CH:30]2[CH2:31][CH2:32][O:27][CH2:28][CH2:29]2)=[CH:15][CH:16]=1)([CH3:4])([CH3:2])[CH3:3]. (3) Given the reactants [F:1][C:2]1[C:9](S(C(F)(F)F)(=O)=O)=[C:8]([O:17][CH3:18])[CH:7]=[CH:6][C:3]=1[CH:4]=[O:5].[CH3:19][C:20]1[C:21](B(O)O)=[CH:22][C:23]2[C:24]([CH3:33])([CH3:32])[CH2:25][CH2:26][C:27]([CH3:31])([CH3:30])[C:28]=2[CH:29]=1.C(=O)([O-])[O-].[K+].[K+], predict the reaction product. The product is: [CH3:18][O:17][C:8]1[CH:7]=[CH:6][C:3]([CH:4]=[O:5])=[C:2]([F:1])[C:9]=1[C:21]1[C:20]([CH3:19])=[CH:29][C:28]2[C:27]([CH3:31])([CH3:30])[CH2:26][CH2:25][C:24]([CH3:33])([CH3:32])[C:23]=2[CH:22]=1. (4) Given the reactants [C:1]1([CH2:7][NH:8][C:9]2[C:18]3[C:13](=[CH:14][CH:15]=[CH:16][CH:17]=3)[N:12]=[C:11](Cl)[N:10]=2)[CH:6]=[CH:5][CH:4]=[CH:3][CH:2]=1.[NH:20]1[CH:24]=[CH:23][N:22]=[CH:21]1.C1(O)C=CC=CC=1, predict the reaction product. The product is: [C:1]1([CH2:7][NH:8][C:9]2[C:18]3[C:13](=[CH:14][CH:15]=[CH:16][CH:17]=3)[N:12]=[C:11]([N:20]3[CH:24]=[CH:23][N:22]=[CH:21]3)[N:10]=2)[CH:6]=[CH:5][CH:4]=[CH:3][CH:2]=1.